Dataset: Forward reaction prediction with 1.9M reactions from USPTO patents (1976-2016). Task: Predict the product of the given reaction. (1) Given the reactants [NH:1]1[CH:5]=[CH:4][C:3]([C:6]2[CH:11]=[CH:10][N:9]=[CH:8][CH:7]=2)=[N:2]1.[OH-].[Na+].[CH:14](I)([CH3:16])[CH3:15], predict the reaction product. The product is: [CH:14]([N:1]1[CH:5]=[CH:4][C:3]([C:6]2[CH:11]=[CH:10][N:9]=[CH:8][CH:7]=2)=[N:2]1)([CH3:16])[CH3:15]. (2) Given the reactants [H-].[Na+].[OH:3][C:4]1[C:11]([OH:12])=[CH:10][CH:9]=[CH:8][C:5]=1[CH:6]=[O:7].[CH2:27](C(Br)CCOCCC(Br)[CH2:27][C:28]1[CH:33]=[CH:32][CH:31]=[CH:30][CH:29]=1)[C:28]1[CH:33]=[CH:32][CH:31]=[CH:30][CH:29]=1.Cl, predict the reaction product. The product is: [CH2:27]([O:3][CH2:4][CH2:5][CH2:6][O:12][C:11]1[C:4]([OH:3])=[C:5]([CH:8]=[CH:9][CH:10]=1)[CH:6]=[O:7])[C:28]1[CH:29]=[CH:30][CH:31]=[CH:32][CH:33]=1. (3) Given the reactants [CH2:1]([N:9]1[CH:13]=[C:12]([C:14]2[C:22]3[C:17](=[N:18][CH:19]=[C:20]([C:23]4[CH:24]=[C:25]([NH:29][CH:30]5[CH2:35][CH2:34][N:33](C(OC(C)(C)C)=O)[CH2:32][CH2:31]5)[CH:26]=[CH:27][CH:28]=4)[CH:21]=3)[NH:16][CH:15]=2)[CH:11]=[N:10]1)[CH2:2][C:3]1[CH:8]=[CH:7][CH:6]=[CH:5][CH:4]=1, predict the reaction product. The product is: [CH2:1]([N:9]1[CH:13]=[C:12]([C:14]2[C:22]3[C:17](=[N:18][CH:19]=[C:20]([C:23]4[CH:24]=[C:25]([NH:29][CH:30]5[CH2:35][CH2:34][NH:33][CH2:32][CH2:31]5)[CH:26]=[CH:27][CH:28]=4)[CH:21]=3)[NH:16][CH:15]=2)[CH:11]=[N:10]1)[CH2:2][C:3]1[CH:8]=[CH:7][CH:6]=[CH:5][CH:4]=1.